This data is from Reaction yield outcomes from USPTO patents with 853,638 reactions. The task is: Predict the reaction yield, written as a fraction of the theoretical maximum amount of product (1.0 means a 100% yield; for example, 0.34 means a 34% yield). (1) The reactants are [C:1]1([CH2:7][CH2:8][C:9]2[NH:18][C:12]3=[N+:13]([O-])[CH:14]=[CH:15][CH:16]=[C:11]3[CH:10]=2)[CH:6]=[CH:5][CH:4]=[CH:3][CH:2]=1.P(Cl)(Cl)([Cl:21])=O.[OH-].[Na+]. No catalyst specified. The product is [Cl:21][C:16]1[CH:15]=[CH:14][N:13]=[C:12]2[NH:18][C:9]([CH2:8][CH2:7][C:1]3[CH:6]=[CH:5][CH:4]=[CH:3][CH:2]=3)=[CH:10][C:11]=12. The yield is 0.560. (2) The reactants are [CH2:1]([O:8][C:9]1[C:13]([CH2:14][C:15]2[CH:20]=[CH:19][C:18]([CH2:21][CH3:22])=[CH:17][CH:16]=2)=[C:12]([CH3:23])[NH:11][N:10]=1)[C:2]1[CH:7]=[CH:6][CH:5]=[CH:4][CH:3]=1.C(=O)([O-])[O-].[Cs+].[Cs+].[CH:30](I)([CH3:32])[CH3:31]. The catalyst is CN(C)C=O.O. The product is [CH2:1]([O:8][C:9]1[C:13]([CH2:14][C:15]2[CH:16]=[CH:17][C:18]([CH2:21][CH3:22])=[CH:19][CH:20]=2)=[C:12]([CH3:23])[N:11]([CH:30]([CH3:32])[CH3:31])[N:10]=1)[C:2]1[CH:3]=[CH:4][CH:5]=[CH:6][CH:7]=1. The yield is 0.790. (3) The reactants are [CH:1]1([N:6]2[C:11]3[N:12]=[C:13]([NH:16][C:17]4[CH:22]=[CH:21][C:20]([N:23]5[CH2:28][CH:27]([CH3:29])[O:26][CH:25]([CH3:30])[CH2:24]5)=[CH:19][N:18]=4)[N:14]=[CH:15][C:10]=3[C:9]([CH3:31])=[C:8]([C:32]([O:34]CC)=[CH2:33])[C:7]2=[O:37])[CH2:5][CH2:4][CH2:3][CH2:2]1.Cl. The catalyst is C(OCC)(=O)C.ClCCl.C([O-])(O)=O.[Na+]. The product is [C:32]([C:8]1[C:7](=[O:37])[N:6]([CH:1]2[CH2:5][CH2:4][CH2:3][CH2:2]2)[C:11]2[N:12]=[C:13]([NH:16][C:17]3[CH:22]=[CH:21][C:20]([N:23]4[CH2:24][CH:25]([CH3:30])[O:26][CH:27]([CH3:29])[CH2:28]4)=[CH:19][N:18]=3)[N:14]=[CH:15][C:10]=2[C:9]=1[CH3:31])(=[O:34])[CH3:33]. The yield is 0.384.